Dataset: Full USPTO retrosynthesis dataset with 1.9M reactions from patents (1976-2016). Task: Predict the reactants needed to synthesize the given product. Given the product [CH2:1]([O:8][C:9]1[C:18](=[O:19])[N:17]2[C:12]([C:13]([CH3:20])([CH3:21])[O:14][CH2:15][CH2:16]2)=[N:11][C:10]=1[C:22]([NH:37][CH2:36][C:30]1[CH:31]=[CH:32][C:33]([F:35])=[CH:34][C:29]=1[O:28][C:27](=[O:38])[N:26]([CH3:25])[CH3:39])=[O:23])[C:2]1[CH:3]=[CH:4][CH:5]=[CH:6][CH:7]=1, predict the reactants needed to synthesize it. The reactants are: [CH2:1]([O:8][C:9]1[C:18](=[O:19])[N:17]2[C:12]([C:13]([CH3:21])([CH3:20])[O:14][CH2:15][CH2:16]2)=[N:11][C:10]=1[C:22](O)=[O:23])[C:2]1[CH:7]=[CH:6][CH:5]=[CH:4][CH:3]=1.[CH3:25][N:26]([CH3:39])[C:27](=[O:38])[O:28][C:29]1[CH:34]=[C:33]([F:35])[CH:32]=[CH:31][C:30]=1[CH2:36][NH2:37].